Task: Predict the reaction yield, written as a fraction of the theoretical maximum amount of product (1.0 means a 100% yield; for example, 0.34 means a 34% yield).. Dataset: Reaction yield outcomes from USPTO patents with 853,638 reactions (1) The yield is 0.320. The product is [N+:1]([C:4]1[CH:21]=[CH:20][C:7]([O:8][C:9]2[CH:10]=[C:11]3[C:16](=[CH:17][CH:18]=2)[N:15]=[CH:14][N:13]([CH2:29][CH2:30][CH2:31][NH:32][C:33](=[O:39])[O:34][C:35]([CH3:38])([CH3:37])[CH3:36])[C:12]3=[O:19])=[CH:6][CH:5]=1)([O-:3])=[O:2]. The reactants are [N+:1]([C:4]1[CH:21]=[CH:20][C:7]([O:8][C:9]2[CH:10]=[C:11]3[C:16](=[CH:17][CH:18]=2)[N:15]=[CH:14][NH:13][C:12]3=[O:19])=[CH:6][CH:5]=1)([O-:3])=[O:2].C([O-])([O-])=O.[K+].[K+].I[CH2:29][CH2:30][CH2:31][NH:32][C:33](=[O:39])[O:34][C:35]([CH3:38])([CH3:37])[CH3:36]. The catalyst is CN(C=O)C. (2) The reactants are F[P-](F)(F)(F)(F)F.N1(OC(N(C)C)=[N+](C)C)C2N=CC=CC=2N=N1.[F:25][C:26]1[CH:27]=[C:28]([CH:32]=[CH:33][CH:34]=1)[C:29]([OH:31])=O.CCN(C(C)C)C(C)C.[CH2:44]([O:51][C:52]1[CH:60]=[C:55]2[CH2:56][NH:57][CH2:58][CH2:59][N:54]2[N:53]=1)[C:45]1[CH:50]=[CH:49][CH:48]=[CH:47][CH:46]=1. The catalyst is CN(C=O)C.[NH4+].[Cl-]. The product is [CH2:44]([O:51][C:52]1[CH:60]=[C:55]2[CH2:56][N:57]([C:29]([C:28]3[CH:32]=[CH:33][CH:34]=[C:26]([F:25])[CH:27]=3)=[O:31])[CH2:58][CH2:59][N:54]2[N:53]=1)[C:45]1[CH:46]=[CH:47][CH:48]=[CH:49][CH:50]=1. The yield is 0.450.